The task is: Predict the product of the given reaction.. This data is from Forward reaction prediction with 1.9M reactions from USPTO patents (1976-2016). (1) Given the reactants [Br:1][C:2]1[CH:9]=[CH:8][C:5]([CH:6]=O)=[C:4](F)[CH:3]=1.[F:11][C:12]1[CH:19]=[CH:18][C:15]([CH2:16][SH:17])=[CH:14][CH:13]=1.C(=O)([O-])[O-].[K+].[K+], predict the reaction product. The product is: [Br:1][C:2]1[CH:9]=[CH:8][C:5]2[CH:6]=[C:16]([C:15]3[CH:18]=[CH:19][C:12]([F:11])=[CH:13][CH:14]=3)[S:17][C:4]=2[CH:3]=1. (2) Given the reactants [F:1][C:2]1[C:7]([C:8](=[O:13])[NH:9][CH:10]([CH3:12])[CH3:11])=[CH:6][CH:5]=[C:4]([F:14])[C:3]=1[C:15]1[N:20]=[C:19]([C:21]([O:23]C)=[O:22])[CH:18]=[CH:17][C:16]=1[F:25].[Li+].[OH-], predict the reaction product. The product is: [F:1][C:2]1[C:7]([C:8](=[O:13])[NH:9][CH:10]([CH3:11])[CH3:12])=[CH:6][CH:5]=[C:4]([F:14])[C:3]=1[C:15]1[N:20]=[C:19]([C:21]([OH:23])=[O:22])[CH:18]=[CH:17][C:16]=1[F:25]. (3) Given the reactants C(NC(C)C)(C)C.C([Li])CCC.[C:13](#[N:15])[CH3:14].[F:16][C:17]1[CH:18]=[C:19]([CH:25]=[C:26]([F:28])[CH:27]=1)[C:20](OCC)=[O:21].C([N-]C(C)C)(C)C.[Li+], predict the reaction product. The product is: [F:16][C:17]1[CH:18]=[C:19]([C:20](=[O:21])[CH2:14][C:13]#[N:15])[CH:25]=[C:26]([F:28])[CH:27]=1.